From a dataset of Full USPTO retrosynthesis dataset with 1.9M reactions from patents (1976-2016). Predict the reactants needed to synthesize the given product. (1) Given the product [CH:1]1([C:4]2[CH:5]=[CH:6][C:7]([CH2:8][NH:9][CH2:10][CH2:11][C:12]3[CH:17]=[CH:16][CH:15]=[C:14]([C:19]([F:20])([F:22])[F:21])[CH:13]=3)=[CH:23][CH:24]=2)[CH2:3][CH2:2][CH2:25]1, predict the reactants needed to synthesize it. The reactants are: [CH:1]1([C:4]2[CH:24]=[CH:23][C:7]([CH2:8][NH:9][CH2:10][CH2:11][C:12]3[CH:17]=[CH:16][C:15](F)=[C:14]([C:19]([F:22])([F:21])[F:20])[CH:13]=3)=[CH:6][CH:5]=2)[CH2:3][CH2:2]1.[CH:25]1(C2C=CC(C=O)=CC=2)CCC1.FC(F)(F)C1C=C(CCN)C=CC=1.[BH4-].[Na+]. (2) Given the product [C:42]([O:41][C:39]([NH:38][CH2:37][CH:10]([CH2:9][NH:8][C:6]([O:5][C:1]([CH3:4])([CH3:3])[CH3:2])=[O:7])[CH2:11][C@H:12]([NH:17][C:18]([C:31]1[CH:32]=[CH:33][CH:34]=[CH:35][CH:36]=1)([C:19]1[CH:20]=[CH:21][CH:22]=[CH:23][CH:24]=1)[C:25]1[CH:26]=[CH:27][CH:28]=[CH:29][CH:30]=1)[C:13]([OH:15])=[O:14])=[O:40])([CH3:44])([CH3:45])[CH3:43], predict the reactants needed to synthesize it. The reactants are: [C:1]([O:5][C:6]([NH:8][CH2:9][CH:10]([CH2:37][NH:38][C:39]([O:41][C:42]([CH3:45])([CH3:44])[CH3:43])=[O:40])[CH2:11][C@H:12]([NH:17][C:18]([C:31]1[CH:36]=[CH:35][CH:34]=[CH:33][CH:32]=1)([C:25]1[CH:30]=[CH:29][CH:28]=[CH:27][CH:26]=1)[C:19]1[CH:24]=[CH:23][CH:22]=[CH:21][CH:20]=1)[C:13]([O:15]C)=[O:14])=[O:7])([CH3:4])([CH3:3])[CH3:2].[OH-].[Na+].O. (3) The reactants are: [CH3:1][O:2][C:3]1[C:4]([N+:12]([O-:14])=[O:13])=[C:5]([CH:9]=[CH:10][CH:11]=1)C(O)=O.C([N:17]([CH2:20]C)CC)C.C1(P(N=[N+]=[N-])(C2C=CC=CC=2)=[O:29])C=CC=CC=1.[CH3:39][C:40]([OH:43])([CH3:42])[CH3:41]. Given the product [CH3:1][O:2][C:3]1[C:4]([N+:12]([O-:14])=[O:13])=[C:5]([NH:17][C:20](=[O:29])[O:43][C:40]([CH3:42])([CH3:41])[CH3:39])[CH:9]=[CH:10][CH:11]=1, predict the reactants needed to synthesize it. (4) The reactants are: [CH2:1]([O:3][C:4](=[O:19])[CH2:5][N:6]1[C:14]2[C:9](=[CH:10][C:11]([N+:15]([O-])=O)=[CH:12][CH:13]=2)[C:8](=[O:18])[NH:7]1)[CH3:2].[H][H].[CH2:22]([C:24]1[CH:29]=[CH:28][CH:27]=[CH:26][C:25]=1[N:30]=[C:31]=[O:32])[CH3:23].O. Given the product [CH2:1]([O:3][C:4](=[O:19])[CH2:5][N:6]1[C:14]2[C:9](=[CH:10][C:11]([NH:15][C:31]([NH:30][C:25]3[CH:26]=[CH:27][CH:28]=[CH:29][C:24]=3[CH2:22][CH3:23])=[O:32])=[CH:12][CH:13]=2)[C:8](=[O:18])[NH:7]1)[CH3:2], predict the reactants needed to synthesize it. (5) Given the product [Br:29][C:2]([Br:1])=[CH:3][C:4]1[CH:9]=[CH:8][C:7]([N:10]2[CH2:14][C@H:13]([CH2:15][NH:16][C:17](=[O:26])[CH3:18])[O:12][C:11]2=[O:27])=[CH:6][C:5]=1[F:28], predict the reactants needed to synthesize it. The reactants are: [Br:1][C:2]([Br:29])=[CH:3][C:4]1[CH:9]=[CH:8][C:7]([N:10]2[CH2:14][C@H:13]([CH2:15][N:16]3C(=O)C4[C:18](=CC=CC=4)[C:17]3=[O:26])[O:12][C:11]2=[O:27])=[CH:6][C:5]=1[F:28].C1COCC1.C(O)C.O.NN. (6) The reactants are: C[Al](C)C.[NH:5]1[CH2:10][CH2:9][O:8][CH2:7][CH2:6]1.[Si:11]([O:18][CH2:19][C:20]1[N:21]=[C:22]([Cl:30])[S:23][C:24]=1[C:25](OCC)=[O:26])([C:14]([CH3:17])([CH3:16])[CH3:15])([CH3:13])[CH3:12].Cl. Given the product [Si:11]([O:18][CH2:19][C:20]1[N:21]=[C:22]([Cl:30])[S:23][C:24]=1[C:25]([N:5]1[CH2:10][CH2:9][O:8][CH2:7][CH2:6]1)=[O:26])([C:14]([CH3:17])([CH3:15])[CH3:16])([CH3:13])[CH3:12], predict the reactants needed to synthesize it. (7) Given the product [C:1]([N:9]1[C:18]2[C:13](=[CH:14][CH:15]=[CH:16][CH:17]=2)[C@H:12]([N:19]([C:23]2[CH:28]=[CH:27][C:26]([OH:29])=[CH:25][CH:24]=2)[C:20](=[O:22])[CH3:21])[CH2:11][C@@H:10]1[CH3:31])(=[O:8])[C:2]1[CH:7]=[CH:6][CH:5]=[CH:4][CH:3]=1, predict the reactants needed to synthesize it. The reactants are: [C:1]([N:9]1[C:18]2[C:13](=[CH:14][CH:15]=[CH:16][CH:17]=2)[C@H:12]([N:19]([C:23]2[CH:28]=[CH:27][C:26]([O:29]C)=[CH:25][CH:24]=2)[C:20](=[O:22])[CH3:21])[CH2:11][C@@H:10]1[CH3:31])(=[O:8])[C:2]1[CH:7]=[CH:6][CH:5]=[CH:4][CH:3]=1.B(Br)(Br)Br. (8) Given the product [NH2:2][C:3]1[C:12]([C:13]([NH:44][C@H:45]2[CH2:50][CH2:49][CH2:48][CH2:47][C@@H:46]2[OH:51])=[O:15])=[CH:11][C:10]([Br:16])=[C:9]2[C:4]=1[CH:5]=[CH:6][N:7]=[CH:8]2, predict the reactants needed to synthesize it. The reactants are: Cl.[NH2:2][C:3]1[C:12]([C:13]([OH:15])=O)=[CH:11][C:10]([Br:16])=[C:9]2[C:4]=1[CH:5]=[CH:6][N:7]=[CH:8]2.F[P-](F)(F)(F)(F)F.N1(O[P+](N(C)C)(N(C)C)N(C)C)C2C=CC=CC=2N=N1.[NH2:44][C@H:45]1[CH2:50][CH2:49][CH2:48][CH2:47][C@@H:46]1[OH:51].C(N(CC)CC)C.